This data is from Reaction yield outcomes from USPTO patents with 853,638 reactions. The task is: Predict the reaction yield, written as a fraction of the theoretical maximum amount of product (1.0 means a 100% yield; for example, 0.34 means a 34% yield). (1) The reactants are [OH:1][CH2:2][CH2:3][NH:4][CH2:5][CH2:6][OH:7].[CH2:8](Br)[C:9]1[CH:14]=[CH:13][CH:12]=[CH:11][CH:10]=1.C(=O)([O-])[O-].[K+].[K+].O. The catalyst is CN(C)C=O. The product is [OH:1][CH2:2][CH2:3][N:4]([CH2:5][CH2:6][OH:7])[CH2:8][C:9]1[CH:14]=[CH:13][CH:12]=[CH:11][CH:10]=1. The yield is 0.750. (2) The reactants are [Br:1]Br.C1(P(C2C=CC=CC=2)C2C=CC=CC=2)C=CC=CC=1.[F:22][C:23]1[CH:28]=[C:27]([CH2:29]O)[CH:26]=[C:25]([F:31])[C:24]=1[C:32]1[N:37]=[C:36]([C:38]([O:40][CH3:41])=[O:39])[CH:35]=[CH:34][C:33]=1[F:42]. The catalyst is C(Cl)Cl. The product is [Br:1][CH2:29][C:27]1[CH:28]=[C:23]([F:22])[C:24]([C:32]2[N:37]=[C:36]([C:38]([O:40][CH3:41])=[O:39])[CH:35]=[CH:34][C:33]=2[F:42])=[C:25]([F:31])[CH:26]=1. The yield is 0.710. (3) The reactants are [CH3:1][O:2][C:3](=[O:15])[C:4]1[C:5](=[C:10](I)[CH:11]=[CH:12][CH:13]=1)[C:6]([O:8][CH3:9])=[O:7].[CH3:16][N:17]([CH3:25])[C:18]1[CH:23]=[CH:22][C:21]([NH2:24])=[CH:20][CH:19]=1.C1C=CC(P(C2C(C3C(P(C4C=CC=CC=4)C4C=CC=CC=4)=CC=C4C=3C=CC=C4)=C3C(C=CC=C3)=CC=2)C2C=CC=CC=2)=CC=1.C(=O)([O-])[O-].[Cs+].[Cs+]. The catalyst is C1(C)C=CC=CC=1.C(Cl)Cl.C1C=CC(/C=C/C(/C=C/C2C=CC=CC=2)=O)=CC=1.C1C=CC(/C=C/C(/C=C/C2C=CC=CC=2)=O)=CC=1.C1C=CC(/C=C/C(/C=C/C2C=CC=CC=2)=O)=CC=1.[Pd].[Pd]. The product is [CH3:1][O:2][C:3](=[O:15])[C:4]1[C:5](=[C:10]([NH:24][C:21]2[CH:22]=[CH:23][C:18]([N:17]([CH3:25])[CH3:16])=[CH:19][CH:20]=2)[CH:11]=[CH:12][CH:13]=1)[C:6]([O:8][CH3:9])=[O:7]. The yield is 0.710.